This data is from Peptide-MHC class II binding affinity with 134,281 pairs from IEDB. The task is: Regression. Given a peptide amino acid sequence and an MHC pseudo amino acid sequence, predict their binding affinity value. This is MHC class II binding data. (1) The peptide sequence is GELQIVDKIDSAFKI. The MHC is DRB1_1501 with pseudo-sequence DRB1_1501. The binding affinity (normalized) is 0.749. (2) The binding affinity (normalized) is 0.155. The MHC is DRB3_0202 with pseudo-sequence DRB3_0202. The peptide sequence is EICEVVLAKSPDTTC. (3) The peptide sequence is MLETIKIEESTFTTV. The MHC is DRB1_0101 with pseudo-sequence DRB1_0101. The binding affinity (normalized) is 0.621. (4) The peptide sequence is ELNYILWENNIRLTV. The MHC is DRB1_1302 with pseudo-sequence DRB1_1302. The binding affinity (normalized) is 0.837. (5) The peptide sequence is EKKYFAATQFEPLAP. The MHC is DRB1_0701 with pseudo-sequence DRB1_0701. The binding affinity (normalized) is 0.614.